From a dataset of Peptide-MHC class II binding affinity with 134,281 pairs from IEDB. Regression. Given a peptide amino acid sequence and an MHC pseudo amino acid sequence, predict their binding affinity value. This is MHC class II binding data. (1) The peptide sequence is AAFKIAATAANSAPA. The MHC is DRB1_0101 with pseudo-sequence DRB1_0101. The binding affinity (normalized) is 1.00. (2) The peptide sequence is GFFTSVGKGIHTVFG. The MHC is DRB4_0101 with pseudo-sequence DRB4_0103. The binding affinity (normalized) is 0.0806. (3) The peptide sequence is AFKVAATAADAAPAN. The MHC is DRB1_0901 with pseudo-sequence DRB1_0901. The binding affinity (normalized) is 0.678. (4) The peptide sequence is RWLLIEILKASKSML. The MHC is DRB1_0301 with pseudo-sequence DRB1_0301. The binding affinity (normalized) is 0.675. (5) The peptide sequence is NVTSIHSLLDEGKQS. The MHC is HLA-DQA10301-DQB10302 with pseudo-sequence HLA-DQA10301-DQB10302. The binding affinity (normalized) is 0.304. (6) The peptide sequence is GGFMTTAFQYIIDNKG. The MHC is HLA-DPA10103-DPB10401 with pseudo-sequence HLA-DPA10103-DPB10401. The binding affinity (normalized) is 0.935. (7) The peptide sequence is VIPKLDELGNILSTY. The MHC is DRB1_0101 with pseudo-sequence DRB1_0101. The binding affinity (normalized) is 0.848. (8) The peptide sequence is EVAKLDVVKLLYNEQ. The MHC is DRB3_0101 with pseudo-sequence DRB3_0101. The binding affinity (normalized) is 0.445. (9) The peptide sequence is LVKYEGDTMAEVELR. The MHC is DRB1_0802 with pseudo-sequence DRB1_0802. The binding affinity (normalized) is 0.120. (10) The binding affinity (normalized) is 0.287. The peptide sequence is PADKYKTLEAAFTVS. The MHC is DRB1_0802 with pseudo-sequence DRB1_0802.